From a dataset of Catalyst prediction with 721,799 reactions and 888 catalyst types from USPTO. Predict which catalyst facilitates the given reaction. Reactant: [CH3:1][O:2][C:3]([C:5]1[C:6]([OH:29])=[C:7]2[C:12](=[C:13](Br)[N:14]=1)[N:11]([CH2:16][CH:17]([CH2:20][CH3:21])[CH2:18][CH3:19])[C:10](=[O:22])[C:9]([C:23]1[CH:28]=[CH:27][CH:26]=[CH:25][CH:24]=1)=[CH:8]2)=[O:4].C([Sn](CCCC)(CCCC)[C:35]1[CH:40]=[CH:39][N:38]=[CH:37][CH:36]=1)CCC.CCOC(C)=O.Cl. Product: [CH3:1][O:2][C:3]([C:5]1[C:6]([OH:29])=[C:7]2[C:12](=[C:13]([C:35]3[CH:40]=[CH:39][N:38]=[CH:37][CH:36]=3)[N:14]=1)[N:11]([CH2:16][CH:17]([CH2:20][CH3:21])[CH2:18][CH3:19])[C:10](=[O:22])[C:9]([C:23]1[CH:28]=[CH:27][CH:26]=[CH:25][CH:24]=1)=[CH:8]2)=[O:4]. The catalyst class is: 510.